This data is from Forward reaction prediction with 1.9M reactions from USPTO patents (1976-2016). The task is: Predict the product of the given reaction. (1) The product is: [C:30]([O:29][C:27]([N:19]([CH2:15][C:14]1[CH:17]=[CH:18][C:11]([C:7]2[S:6][CH:10]=[CH:9][N:8]=2)=[CH:12][CH:13]=1)[C:20]([O:22][C:23]([CH3:26])([CH3:25])[CH3:24])=[O:21])=[O:28])([CH3:33])([CH3:32])[CH3:31]. Given the reactants CN(C)C=O.[S:6]1[CH:10]=[CH:9][N:8]=[C:7]1[C:11]1[CH:18]=[CH:17][C:14]([CH2:15]Br)=[CH:13][CH:12]=1.[NH:19]([C:27]([O:29][C:30]([CH3:33])([CH3:32])[CH3:31])=[O:28])[C:20]([O:22][C:23]([CH3:26])([CH3:25])[CH3:24])=[O:21].C(=O)([O-])[O-].[K+].[K+], predict the reaction product. (2) Given the reactants [C:1]([OH:6])(=[O:5])[C@H:2]([CH3:4])[OH:3].[C:7]([OH:15])(=[O:14])[C:8]([CH2:10][C:11]([OH:13])=[O:12])=[CH2:9].[C:16]1(=[O:23])[O:22][CH2:21][CH2:20][CH2:19][CH2:18][CH2:17]1.OCC(CO)(CO)CO.[Sn+2], predict the reaction product. The product is: [C:1]([OH:6])(=[O:5])[CH:2]([CH3:4])[OH:3].[C:7]([OH:15])(=[O:14])[C:8]([CH2:10][C:11]([OH:13])=[O:12])=[CH2:9].[C:16]1(=[O:23])[O:22][CH2:21][CH2:20][CH2:19][CH2:18][CH2:17]1. (3) Given the reactants FC(F)(F)S(O[C:7]1[N:8]=[CH:9][CH:10]=[C:11]2[C:16]=1[N:15]([C:17](=[O:19])[CH3:18])[CH:14]([CH3:20])[CH:13]([CH3:21])[CH:12]2[NH:22]C(OCC1C=CC=CC=1)=O)(=O)=O, predict the reaction product. The product is: [NH2:22][C@H:12]1[C:11]2[C:16](=[CH:7][N:8]=[CH:9][CH:10]=2)[N:15]([C:17](=[O:19])[CH3:18])[C@@H:14]([CH3:20])[C@@H:13]1[CH3:21]. (4) Given the reactants [ClH:1].[CH3:2][C:3]1[CH:8]=[CH:7][C:6]([S:9]([N:12]2[CH2:17][CH2:16][O:15][CH2:14][CH2:13]2)(=[O:11])=[O:10])=[CH:5][C:4]=1[C:18]1[CH:23]=[CH:22][C:21]([CH2:24][C@H:25]([NH:39][C:40]([C@H:42]2[CH2:47][CH2:46][C@H:45]([CH2:48][NH:49]C(=O)OC(C)(C)C)[CH2:44][CH2:43]2)=[O:41])[C:26](=[O:38])[NH:27][C:28]2[CH:36]=[C:35]3[C:31]([C:32](=[O:37])[NH:33][NH:34]3)=[CH:30][CH:29]=2)=[CH:20][CH:19]=1, predict the reaction product. The product is: [ClH:1].[NH2:49][CH2:48][C@H:45]1[CH2:46][CH2:47][C@H:42]([C:40]([NH:39][C@@H:25]([CH2:24][C:21]2[CH:22]=[CH:23][C:18]([C:4]3[CH:5]=[C:6]([S:9]([N:12]4[CH2:17][CH2:16][O:15][CH2:14][CH2:13]4)(=[O:11])=[O:10])[CH:7]=[CH:8][C:3]=3[CH3:2])=[CH:19][CH:20]=2)[C:26](=[O:38])[NH:27][C:28]2[CH:36]=[C:35]3[C:31]([C:32](=[O:37])[NH:33][NH:34]3)=[CH:30][CH:29]=2)=[O:41])[CH2:43][CH2:44]1. (5) Given the reactants [CH2:1]([O:3][C:4](=[O:24])[CH2:5][O:6][C:7]1[CH:12]=[CH:11][C:10]([S:13][CH2:14][C:15]2[CH:20]=[C:19]([OH:21])[CH:18]=[C:17]([Br:22])[CH:16]=2)=[CH:9][C:8]=1[CH3:23])[CH3:2].[CH2:34](P([CH2:34][CH2:35][CH2:36][CH3:37])[CH2:34][CH2:35][CH2:36][CH3:37])[CH2:35][CH2:36][CH3:37].N(C(N1CCCCC1)=O)=NC(N1CCCCC1)=O, predict the reaction product. The product is: [CH2:1]([O:3][C:4](=[O:24])[CH2:5][O:6][C:7]1[CH:12]=[CH:11][C:10]([S:13][CH2:14][C:15]2[CH:20]=[C:19]([O:21][CH2:34][CH:35]3[CH2:37][CH2:36]3)[CH:18]=[C:17]([Br:22])[CH:16]=2)=[CH:9][C:8]=1[CH3:23])[CH3:2]. (6) Given the reactants [C:1]([O:5][C:6](=[O:24])[NH:7][CH2:8][C@H:9]1[CH2:14][CH2:13][C@H:12]([NH:15][C:16]2[CH:21]=[C:20](I)[C:19]([Cl:23])=[CH:18][N:17]=2)[CH2:11][CH2:10]1)([CH3:4])([CH3:3])[CH3:2].[F:25][C:26]1[CH:31]=[CH:30][CH:29]=[C:28](B2OC(C)(C)C(C)(C)O2)[N:27]=1.C(Cl)Cl.C(=O)([O-])[O-].[Na+].[Na+], predict the reaction product. The product is: [C:1]([O:5][C:6](=[O:24])[NH:7][CH2:8][C@H:9]1[CH2:14][CH2:13][C@H:12]([NH:15][C:16]2[CH:21]=[C:20]([C:28]3[CH:29]=[CH:30][CH:31]=[C:26]([F:25])[N:27]=3)[C:19]([Cl:23])=[CH:18][N:17]=2)[CH2:11][CH2:10]1)([CH3:4])([CH3:3])[CH3:2]. (7) The product is: [Br:2][C:3]1[CH:4]=[C:5]([C:14]2[N:53]([C:49]3[CH:48]=[N:47][CH:52]=[CH:51][CH:50]=3)[N:54]=[C:16]([C:17]([OH:19])=[O:18])[CH:15]=2)[CH:6]=[C:7]([O:9][C:10]([F:11])([F:12])[F:13])[CH:8]=1. Given the reactants [Li].[Br:2][C:3]1[CH:4]=[C:5]([C:14]([O-])=[CH:15][C:16](=O)[C:17]([O:19]CC)=[O:18])[CH:6]=[C:7]([O:9][C:10]([F:13])([F:12])[F:11])[CH:8]=1.ClC1C=C(C2N(C3C=CC=CN=3)N=C(C(O)=O)C=2)C=C(F)C=1.Cl.[N:47]1[CH:52]=[CH:51][CH:50]=[C:49]([NH:53][NH2:54])[CH:48]=1, predict the reaction product. (8) Given the reactants FC(F)(F)C(O)=O.O.C(OC([N:16]1[CH2:19][CH2:18][C@@H:17]1[CH2:20][O:21][C:22]1[CH:23]=[N:24][CH:25]=[C:26]([C:28]2[CH:33]=[CH:32][CH:31]=[C:30]([CH2:34][C@@H:35]([O:43][CH3:44])[CH2:36][C:37]3[CH:42]=[CH:41][CH:40]=[CH:39][CH:38]=3)[CH:29]=2)[CH:27]=1)=O)(C)(C)C, predict the reaction product. The product is: [NH:16]1[CH2:19][CH2:18][C@H:17]1[CH2:20][O:21][C:22]1[CH:23]=[N:24][CH:25]=[C:26]([C:28]2[CH:33]=[CH:32][CH:31]=[C:30]([CH2:34][C@H:35]([O:43][CH3:44])[CH2:36][C:37]3[CH:42]=[CH:41][CH:40]=[CH:39][CH:38]=3)[CH:29]=2)[CH:27]=1. (9) Given the reactants C(Cl)(=O)C(Cl)=O.[C:7]([C:10]1[CH:11]=[C:12]([N:16]2[CH2:21][CH2:20][N:19]([C:22]([O:24][C:25]([CH3:28])([CH3:27])[CH3:26])=[O:23])[CH2:18][CH2:17]2)[CH:13]=[CH:14][CH:15]=1)(O)=[O:8].[CH3:29][NH2:30], predict the reaction product. The product is: [CH3:29][NH:30][C:7]([C:10]1[CH:11]=[C:12]([N:16]2[CH2:17][CH2:18][N:19]([C:22]([O:24][C:25]([CH3:28])([CH3:27])[CH3:26])=[O:23])[CH2:20][CH2:21]2)[CH:13]=[CH:14][CH:15]=1)=[O:8].